The task is: Predict the product of the given reaction.. This data is from Forward reaction prediction with 1.9M reactions from USPTO patents (1976-2016). (1) Given the reactants CCOC(/N=N/C(OCC)=O)=O.[C:13]([O:17][C:18](=[O:37])[NH:19][C@H:20]([CH2:35]O)[CH2:21][C:22]([CH3:34])([CH3:33])[CH2:23][CH2:24][O:25][CH2:26][C:27]1[CH:32]=[CH:31][CH:30]=[CH:29][CH:28]=1)([CH3:16])([CH3:15])[CH3:14].[C:38]1(=[O:48])[NH:42][C:41](=[O:43])[C:40]2=[CH:44][CH:45]=[CH:46][CH:47]=[C:39]12.C1(P(C2C=CC=CC=2)C2C=CC=CC=2)C=CC=CC=1, predict the reaction product. The product is: [C:13]([O:17][C:18](=[O:37])[NH:19][C@H:20]([CH2:35][N:42]1[C:38](=[O:48])[C:39]2[C:40](=[CH:44][CH:45]=[CH:46][CH:47]=2)[C:41]1=[O:43])[CH2:21][C:22]([CH3:34])([CH3:33])[CH2:23][CH2:24][O:25][CH2:26][C:27]1[CH:32]=[CH:31][CH:30]=[CH:29][CH:28]=1)([CH3:16])([CH3:15])[CH3:14]. (2) The product is: [Cl:13][C:10]1[CH:11]=[CH:12][C:7]([C:5]2[N:6]=[C:2]([C:23]#[N:24])[S:3][C:4]=2[C:15]2[CH:20]=[CH:19][C:18]([Cl:21])=[CH:17][C:16]=2[CH3:22])=[C:8]([CH3:14])[CH:9]=1. Given the reactants Br[C:2]1[S:3][C:4]([C:15]2[CH:20]=[CH:19][C:18]([Cl:21])=[CH:17][C:16]=2[CH3:22])=[C:5]([C:7]2[CH:12]=[CH:11][C:10]([Cl:13])=[CH:9][C:8]=2[CH3:14])[N:6]=1.[C:23]([Cu])#[N:24], predict the reaction product.